This data is from Catalyst prediction with 721,799 reactions and 888 catalyst types from USPTO. The task is: Predict which catalyst facilitates the given reaction. (1) Reactant: [C:1]([CH:6]=P(C1C=CC=CC=1)(C1C=CC=CC=1)C1C=CC=CC=1)([O:3][CH2:4][CH3:5])=[O:2].[CH2:26]([O:28][CH2:29][C:30]1[N:31]([CH2:65][C:66]([OH:69])([CH3:68])[CH3:67])[C:32]2[C:41]3[CH:40]=[CH:39][C:38]([CH:42]=O)=[CH:37][C:36]=3[N:35]=[C:34]([NH:44][C:45]([C:58]3[CH:63]=[CH:62][CH:61]=[CH:60][CH:59]=3)([C:52]3[CH:57]=[CH:56][CH:55]=[CH:54][CH:53]=3)[C:46]3[CH:51]=[CH:50][CH:49]=[CH:48][CH:47]=3)[C:33]=2[N:64]=1)[CH3:27]. Product: [CH2:26]([O:28][CH2:29][C:30]1[N:31]([CH2:65][C:66]([OH:69])([CH3:68])[CH3:67])[C:32]2[C:41]3[CH:40]=[CH:39][C:38](/[CH:42]=[CH:6]/[C:1]([O:3][CH2:4][CH3:5])=[O:2])=[CH:37][C:36]=3[N:35]=[C:34]([NH:44][C:45]([C:58]3[CH:59]=[CH:60][CH:61]=[CH:62][CH:63]=3)([C:52]3[CH:57]=[CH:56][CH:55]=[CH:54][CH:53]=3)[C:46]3[CH:47]=[CH:48][CH:49]=[CH:50][CH:51]=3)[C:33]=2[N:64]=1)[CH3:27]. The catalyst class is: 4. (2) Reactant: [Br:1][CH2:2][C:3](=[O:26])[NH:4][CH2:5][CH2:6][O:7][CH2:8][CH2:9][O:10][CH2:11][CH2:12][NH:13][C:14](=[O:25])[CH2:15][O:16][NH:17]C(=O)OC(C)(C)C.C(O)(C(F)(F)F)=O. Product: [NH2:17][O:16][CH2:15][C:14]([NH:13][CH2:12][CH2:11][O:10][CH2:9][CH2:8][O:7][CH2:6][CH2:5][NH:4][C:3](=[O:26])[CH2:2][Br:1])=[O:25]. The catalyst class is: 2. (3) Reactant: [Cl:1][C:2]1[N:3]=[C:4]([N:14]2[CH2:19][CH2:18][O:17][CH2:16][CH2:15]2)[C:5]2[S:10][C:9]([CH2:11][NH:12][CH3:13])=[CH:8][C:6]=2[N:7]=1.C(N(CC)CC)C.[C:27](Cl)(=[O:29])[CH3:28]. Product: [Cl:1][C:2]1[N:3]=[C:4]([N:14]2[CH2:19][CH2:18][O:17][CH2:16][CH2:15]2)[C:5]2[S:10][C:9]([CH2:11][N:12]([CH3:13])[C:27](=[O:29])[CH3:28])=[CH:8][C:6]=2[N:7]=1. The catalyst class is: 4. (4) Reactant: [Cl:1][C:2]1[CH:3]=[C:4]([NH:9][S:10]([C:13]2[CH:22]=[CH:21][C:20]([O:23][CH3:24])=[C:19]3[C:14]=2[CH2:15][CH2:16][C@H:17]([NH:25]C(=O)C(F)(F)F)[CH2:18]3)(=[O:12])=[O:11])[CH:5]=[CH:6][C:7]=1[F:8].[OH-].[Na+].Cl.C(=O)([O-])O.[Na+]. Product: [NH2:25][C@H:17]1[CH2:16][CH2:15][C:14]2[C:13]([S:10]([NH:9][C:4]3[CH:5]=[CH:6][C:7]([F:8])=[C:2]([Cl:1])[CH:3]=3)(=[O:11])=[O:12])=[CH:22][CH:21]=[C:20]([O:23][CH3:24])[C:19]=2[CH2:18]1. The catalyst class is: 5. (5) Reactant: [OH-].[Na+:2].[CH3:3][CH:4]1[CH2:8][CH2:7][CH2:6][N:5]1[C:9]1[N:14]=[C:13]([NH:15][C:16]2[C:17]3[N:18]([CH:31]=[CH:32][N:33]=3)[N:19]=[C:20]([C:22]3[CH:23]=[C:24]([CH:28]=[CH:29][CH:30]=3)[C:25]([OH:27])=[O:26])[CH:21]=2)[CH:12]=[CH:11][CH:10]=1. Product: [CH3:3][CH:4]1[CH2:8][CH2:7][CH2:6][N:5]1[C:9]1[N:14]=[C:13]([NH:15][C:16]2[C:17]3[N:18]([CH:31]=[CH:32][N:33]=3)[N:19]=[C:20]([C:22]3[CH:23]=[C:24]([CH:28]=[CH:29][CH:30]=3)[C:25]([O-:27])=[O:26])[CH:21]=2)[CH:12]=[CH:11][CH:10]=1.[Na+:2]. The catalyst class is: 6. (6) Reactant: Cl.[F:2][C@@:3]12[C@:16]3([CH3:17])[C:11](=[CH:12][C:13](=[O:18])[CH:14]=[CH:15]3)[C@@H:10]([F:19])[CH2:9][C@H:8]1[C@@H:7]1[CH2:20][C@@H:21]3[C@:25]([C:26](=[O:32])[CH2:27][O:28][C:29](=[O:31])[CH3:30])([C@@:6]1([CH3:33])[CH2:5][C@@H:4]2[OH:34])[CH2:24][NH:23][CH2:22]3.C(N(CC)CC)C.Cl[CH2:43][C:44]1[CH:49]=[CH:48][CH:47]=[C:46]([CH3:50])[CH:45]=1.CC1C=C(C=CC=1)CBr. Product: [F:2][C@@:3]12[C@:16]3([CH3:17])[C:11](=[CH:12][C:13](=[O:18])[CH:14]=[CH:15]3)[C@@H:10]([F:19])[CH2:9][C@H:8]1[C@@H:7]1[CH2:20][C@@H:21]3[C@:25]([C:26](=[O:32])[CH2:27][O:28][C:29](=[O:31])[CH3:30])([C@@:6]1([CH3:33])[CH2:5][C@@H:4]2[OH:34])[CH2:24][N:23]([CH2:43][C:44]1[CH:49]=[CH:48][CH:47]=[C:46]([CH3:50])[CH:45]=1)[CH2:22]3. The catalyst class is: 2. (7) The catalyst class is: 25. Product: [NH2:6][C:7]1[C:5]2=[CH:1][C:2]([CH:3]=[O:4])=[CH:12][N:11]2[N:10]=[CH:9][N:8]=1. Reactant: [CH2:1]1[CH2:5][O:4][CH2:3][CH2:2]1.[NH2:6][C:7]1[C:12]2=CC(C#N)=C[N:11]2[N:10]=[CH:9][N:8]=1.[H-].C([Al+]CC(C)C)C(C)C.